Dataset: Reaction yield outcomes from USPTO patents with 853,638 reactions. Task: Predict the reaction yield, written as a fraction of the theoretical maximum amount of product (1.0 means a 100% yield; for example, 0.34 means a 34% yield). (1) The reactants are Br[C:2]1[CH:3]=[CH:4][C:5]2[O:14][CH2:13][CH2:12][C:11]3[S:10][C:9]([C:15]4[N:16]([CH:20]([CH3:22])[CH3:21])[N:17]=[CH:18][N:19]=4)=[N:8][C:7]=3[C:6]=2[CH:23]=1.[CH3:24][S:25]([C:28]1[CH:33]=[CH:32][C:31](B(O)O)=[CH:30][CH:29]=1)(=[O:27])=[O:26]. No catalyst specified. The product is [CH:20]([N:16]1[C:15]([C:9]2[S:10][C:11]3[CH2:12][CH2:13][O:14][C:5]4[CH:4]=[CH:3][C:2]([C:31]5[CH:32]=[CH:33][C:28]([S:25]([CH3:24])(=[O:27])=[O:26])=[CH:29][CH:30]=5)=[CH:23][C:6]=4[C:7]=3[N:8]=2)=[N:19][CH:18]=[N:17]1)([CH3:22])[CH3:21]. The yield is 0.400. (2) The reactants are [NH2:1][C:2]1[CH:7]=[CH:6][C:5]([C@@H:8]2[CH2:10][C@H:9]2[C:11]([OH:13])=[O:12])=[CH:4][CH:3]=1.[F:14][C:15]1[CH:16]=[C:17]([O:22][C:23]2[S:24][C:25]([CH:29]=O)=[C:26]([CH3:28])[N:27]=2)[CH:18]=[CH:19][C:20]=1[F:21].C(O[BH-](OC(=O)C)OC(=O)C)(=O)C.[Na+].O. The catalyst is ClC(Cl)C. The product is [F:14][C:15]1[CH:16]=[C:17]([O:22][C:23]2[S:24][C:25]([CH2:29][NH:1][C:2]3[CH:3]=[CH:4][C:5]([C@@H:8]4[CH2:10][C@H:9]4[C:11]([OH:13])=[O:12])=[CH:6][CH:7]=3)=[C:26]([CH3:28])[N:27]=2)[CH:18]=[CH:19][C:20]=1[F:21]. The yield is 0.510. (3) The reactants are I[C:2]1[C:3]([CH:17]([CH3:19])[CH3:18])=[N:4][N:5]([C:7]2[CH:12]=[CH:11][C:10]([C:13]([F:16])([F:15])[F:14])=[CH:9][N:8]=2)[CH:6]=1.C1(P(C2C=CC=CC=2)C2C=CC=CC=2)C=CC=CC=1.C([O-])(=O)C.[K+].[C:44]([O:48][CH3:49])(=[O:47])[CH:45]=[CH2:46]. The catalyst is [Cl-].C([N+](CC)(CC)CC)C1C=CC=CC=1.C([O-])(=O)C.[Pd+2].C([O-])(=O)C.CN1CCCC1=O. The product is [CH:17]([C:3]1[C:2]([CH:46]=[CH:45][C:44]([O:48][CH3:49])=[O:47])=[CH:6][N:5]([C:7]2[CH:12]=[CH:11][C:10]([C:13]([F:16])([F:15])[F:14])=[CH:9][N:8]=2)[N:4]=1)([CH3:19])[CH3:18]. The yield is 0.870. (4) The reactants are [C:1]([O:5][C:6]([C@@H:8]([CH2:13][NH:14][S:15]([C:18]1[CH:23]=[CH:22][CH:21]=[CH:20][C:19]=1[N+:24]([O-:26])=[O:25])(=[O:17])=[O:16])[C:9]([O:11][CH3:12])=[O:10])=[O:7])([CH3:4])([CH3:3])[CH3:2].C(=O)([O-])[O-].[K+].[K+].Br[CH2:34][CH2:35][CH2:36][CH:37]=[CH2:38]. The catalyst is CN(C=O)C. The product is [C:1]([O:5][C:6]([C@@H:8]([CH2:13][N:14]([CH2:38][CH2:37][CH2:36][CH:35]=[CH2:34])[S:15]([C:18]1[CH:23]=[CH:22][CH:21]=[CH:20][C:19]=1[N+:24]([O-:26])=[O:25])(=[O:17])=[O:16])[C:9]([O:11][CH3:12])=[O:10])=[O:7])([CH3:4])([CH3:2])[CH3:3]. The yield is 0.430. (5) The reactants are [CH3:1][O:2][C:3]1C=C([CH:7]=[CH:8][C:9]=1[O:10][CH2:11][O:12][CH2:13][CH2:14][Si:15]([CH3:18])([CH3:17])[CH3:16])N.[CH2:19]([N:21]([CH2:24][CH3:25])[CH2:22][CH3:23])[CH3:20].Br[CH:27]([CH2:31][CH2:32]Br)C(Cl)=O.[OH-:34].[K+].O.O.[O-:38][C:39]1[CH:44]=[CH:43][CH:42]=[CH:41][CH:40]=1.[Li+]. The catalyst is C(Cl)(Cl)Cl.O. The product is [CH:27]1([C:42]2[CH:43]=[CH:44][C:39]([O:38][CH:20]3[CH2:23][CH2:22][N:21]([C:24]4[CH:7]=[CH:8][C:9]([O:10][CH2:11][O:12][CH2:13][CH2:14][Si:15]([CH3:16])([CH3:17])[CH3:18])=[C:3]([O:2][CH3:1])[CH:25]=4)[C:19]3=[O:34])=[CH:40][CH:41]=2)[CH2:31][CH2:32]1. The yield is 0.440. (6) The reactants are [NH:1]1[C:9]2[C:4](=[CH:5][C:6]([C:10]3[CH:17]=[CH:16][C:13]([C:14]#[N:15])=[CH:12][CH:11]=3)=[CH:7][CH:8]=2)[CH:3]=[CH:2]1.[CH3:18][C:19]([O:22][C:23](O[C:23]([O:22][C:19]([CH3:21])([CH3:20])[CH3:18])=[O:24])=[O:24])([CH3:21])[CH3:20]. The catalyst is C1COCC1.CN(C1C=CN=CC=1)C. The product is [C:14]([C:13]1[CH:12]=[CH:11][C:10]([C:6]2[CH:5]=[C:4]3[C:9](=[CH:8][CH:7]=2)[N:1]([C:23]([O:22][C:19]([CH3:21])([CH3:20])[CH3:18])=[O:24])[CH:2]=[CH:3]3)=[CH:17][CH:16]=1)#[N:15]. The yield is 0.670.